The task is: Binary Classification. Given a drug SMILES string, predict its activity (active/inactive) in a high-throughput screening assay against a specified biological target.. This data is from HIV replication inhibition screening data with 41,000+ compounds from the AIDS Antiviral Screen. (1) The drug is CCOC(=O)NNC(=N)Cc1ccccc1. The result is 0 (inactive). (2) The drug is CC(C)CC(NC(=O)C(CCC(=O)OCc1ccccc1)NC(=O)OC(C)(C)C)C(=O)NC(COCc1ccccc1)C(=O)NC(Cc1ccccc1)C(=O)Oc1c(Cl)c(Cl)c(Cl)c(Cl)c1Cl. The result is 0 (inactive). (3) The drug is O=c1oc2ccccc2c(O)c1C(c1ccc2ccccc2c1)c1c(O)c2ccccc2oc1=O. The result is 0 (inactive). (4) The compound is O=C(Nc1ccccc1)c1cc(S(=O)(=O)NC2=Nc3ccc(Cl)cc3C(c3ccccc3)N2)c(SSc2cc(Cl)c(C(=O)Nc3ccccc3)cc2S(=O)(=O)NC2=Nc3ccc(Cl)cc3C(c3ccccc3)N2)cc1Cl. The result is 0 (inactive). (5) The molecule is CN1C2CCC1CC(OC(=O)C1CCC(C(=O)OC3CC4CCC(C3)N4C)(c3ccccc3)c3ccccc31)C2.O=S(=O)(O)O. The result is 0 (inactive). (6) The molecule is CC1(C)C2CCC(CN)(C2)C1N.Cl. The result is 0 (inactive). (7) The molecule is O=CC(O)C(O)C(O)C(O)C(=O)O[Pt-2]1(OC(=O)C(O)C(O)C(O)C(O)C=O)NC2CCCCC2N1. The result is 0 (inactive). (8) The molecule is O=C1CC2OC(c3ccccc3)OC2CO1. The result is 0 (inactive).